Task: Predict the product of the given reaction.. Dataset: Forward reaction prediction with 1.9M reactions from USPTO patents (1976-2016) (1) Given the reactants [CH2:1]([O:3][C:4](=[O:38])[CH2:5][C:6]1[CH:7]=[N:8][C:9]([O:36][CH3:37])=[C:10]([C:12]2[CH:17]=[CH:16][C:15]([C:18]([F:21])([F:20])[F:19])=[CH:14][C:13]=2[CH2:22][N:23](C(OCC2C=CC=CC=2)=O)[CH2:24][CH3:25])[CH:11]=1)[CH3:2].C([O-])=O.[NH4+].N#N, predict the reaction product. The product is: [CH2:1]([O:3][C:4](=[O:38])[CH2:5][C:6]1[CH:7]=[N:8][C:9]([O:36][CH3:37])=[C:10]([C:12]2[CH:17]=[CH:16][C:15]([C:18]([F:19])([F:21])[F:20])=[CH:14][C:13]=2[CH2:22][NH:23][CH2:24][CH3:25])[CH:11]=1)[CH3:2]. (2) Given the reactants [CH3:1][C:2](=[N:4][OH:5])[CH3:3].[Li][CH2:7]CCC.OS(O)(=O)=O.C([O-])(O)=O.[Na+].[CH2:21]1[CH2:25][O:24][CH2:23][CH2:22]1, predict the reaction product. The product is: [CH3:1][C:2]1[CH:3]=[C:7]([CH:21]2[CH2:22][C:23](=[O:24])[CH2:25]2)[O:5][N:4]=1. (3) Given the reactants [CH2:1]([NH:8][C:9]([N:11]1[CH2:15][CH2:14][CH:13]([CH2:16][N:17]2[C:25]3[C:20](=[CH:21][C:22]([C:26]4[CH:27]=[N:28][N:29](C5CCCCO5)[CH:30]=4)=[CH:23][CH:24]=3)[CH:19]=[CH:18]2)[CH2:12]1)=[O:10])[C:2]1[CH:7]=[CH:6][CH:5]=[CH:4][CH:3]=1.[BH3-]C#N.[Na+].Cl.CO.ClCCl, predict the reaction product. The product is: [NH:28]1[CH:27]=[C:26]([C:22]2[CH:21]=[C:20]3[C:25](=[CH:24][CH:23]=2)[N:17]([CH2:16][CH:13]2[CH2:14][CH2:15][N:11]([C:9]([NH:8][CH2:1][C:2]4[CH:3]=[CH:4][CH:5]=[CH:6][CH:7]=4)=[O:10])[CH2:12]2)[CH2:18][CH2:19]3)[CH:30]=[N:29]1. (4) Given the reactants [H-].[Na+].[C:3]1([OH:9])[CH:8]=[CH:7][CH:6]=[CH:5][CH:4]=1.Cl[C:11]1[C:16]([N+:17]([O-:19])=[O:18])=[C:15](CC(C)C)[C:14]([CH3:24])=[C:13]([CH3:25])[N:12]=1, predict the reaction product. The product is: [CH3:24][C:14]1[C:15]([NH:12][CH2:13][CH:14]([CH3:24])[CH3:15])=[C:16]([N+:17]([O-:19])=[O:18])[C:11]([O:9][C:3]2[CH:8]=[CH:7][CH:6]=[CH:5][CH:4]=2)=[N:12][C:13]=1[CH3:25]. (5) The product is: [CH3:1][C:2]1[NH:6][C:5]2[CH:7]=[C:8]([N+:14]([O-:16])=[O:15])[C:9]([N+:11]([O-:13])=[O:12])=[CH:10][C:4]=2[N:3]=1. Given the reactants [CH3:1][C:2]1[NH:3][C:4]2[CH:10]=[C:9]([N+:11]([O-:13])=[O:12])[CH:8]=[CH:7][C:5]=2[N:6]=1.[N+:14]([O-])([OH:16])=[O:15], predict the reaction product.